This data is from Full USPTO retrosynthesis dataset with 1.9M reactions from patents (1976-2016). The task is: Predict the reactants needed to synthesize the given product. (1) The reactants are: [Cl:1][C:2]1[CH:7]=[CH:6][C:5]([C:8]2[S:26][CH:11]3[C:12](=[O:25])[N:13]([C:16]4[CH:21]=[CH:20][C:19]([OH:22])=[C:18]([O:23][CH3:24])[CH:17]=4)[CH:14]=[CH:15][CH:10]3[CH:9]=2)=[CH:4][CH:3]=1.C([O-])([O-])=O.[Cs+].[Cs+].Cl[CH2:34][CH2:35][N:36]1[CH2:40][CH2:39][CH2:38][CH2:37]1.Cl.CCO. Given the product [ClH:1].[Cl:1][C:2]1[CH:7]=[CH:6][C:5]([C:8]2[S:26][C:11]3[C:12](=[O:25])[N:13]([C:16]4[CH:21]=[CH:20][C:19]([O:22][CH2:34][CH2:35][N:36]5[CH2:40][CH2:39][CH2:38][CH2:37]5)=[C:18]([O:23][CH3:24])[CH:17]=4)[CH:14]=[CH:15][C:10]=3[CH:9]=2)=[CH:4][CH:3]=1, predict the reactants needed to synthesize it. (2) Given the product [O:17]1[C:5]2[CH:6]=[CH:7][C:8]([C:2]3[CH:11]=[C:10]([Cl:12])[C:9]4[C:4](=[CH:5][CH:6]=[CH:7][CH:8]=4)[N:3]=3)=[CH:9][C:4]=2[O:19][CH2:16]1, predict the reactants needed to synthesize it. The reactants are: Cl[C:2]1[CH:11]=[C:10]([Cl:12])[C:9]2[C:4](=[CH:5][CH:6]=[CH:7][CH:8]=2)[N:3]=1.B(O)O.[C:16]([O-:19])([O-])=[O:17].[Na+].[Na+].